This data is from Forward reaction prediction with 1.9M reactions from USPTO patents (1976-2016). The task is: Predict the product of the given reaction. (1) Given the reactants [CH2:1]([O:8][C:9]([NH:11][C@H:12]1[CH2:15][C@@H:14]([C:16]([OH:18])=O)[C:13]1([CH3:20])[CH3:19])=[O:10])[C:2]1[CH:7]=[CH:6][CH:5]=[CH:4][CH:3]=1.[CH:21]1[CH:22]=[CH:23][C:24]2N(O)N=[N:27][C:25]=2C=1.C(C1CCN([C:39]([O-:41])=[O:40])CC1)C.[CH3:42][CH2:43]N(CC)CC, predict the reaction product. The product is: [CH2:1]([O:8][C:9]([NH:11][C@H:12]1[CH2:15][C@@H:14]([C:16]([N:27]2[CH2:21][CH2:22][CH:23]([C:39]([O:41][CH2:42][CH3:43])=[O:40])[CH2:24][CH2:25]2)=[O:18])[C:13]1([CH3:20])[CH3:19])=[O:10])[C:2]1[CH:3]=[CH:4][CH:5]=[CH:6][CH:7]=1. (2) Given the reactants [H-].[Na+].C1(S)C=CC=CC=1.[Cl:10][C:11]1[CH:12]=[CH:13][C:14]([O:22]C)=[C:15]([S:17]([NH:20][CH3:21])(=[O:19])=[O:18])[CH:16]=1, predict the reaction product. The product is: [Cl:10][C:11]1[CH:12]=[CH:13][C:14]([OH:22])=[C:15]([S:17]([NH:20][CH3:21])(=[O:18])=[O:19])[CH:16]=1. (3) Given the reactants [N:1]1[CH:6]=[CH:5][CH:4]=[C:3]2[CH2:7][CH2:8][CH2:9][CH2:10][CH:11]([NH2:12])[C:2]=12.[CH3:13][CH2:14][O:15]C(C)=O.O(C(C)C)C(C)C.[NH4+].[OH-], predict the reaction product. The product is: [N:1]1[CH:6]=[CH:5][CH:4]=[C:3]2[CH2:7][CH2:8][CH2:9][CH2:10][C@@H:11]([NH:12][C:14](=[O:15])[CH3:13])[C:2]=12. (4) Given the reactants [NH:1]1[CH2:11][CH2:10][CH:4]([C:5](OCC)=O)[CH2:3][CH2:2]1.C([N:14]([CH2:17][CH3:18])[CH2:15][CH3:16])C.C(OC(OC(C)(C)C)=O)(O[C:22](C)(C)[CH3:23])=O.[O:34]1[CH2:39][CH2:38]OCC1.O, predict the reaction product. The product is: [C:4]1([CH:10]2[C:38]3([CH2:16][CH2:15][NH:14][CH2:17][CH2:18]3)[C:39](=[O:34])[NH:1][CH2:11]2)[CH:3]=[CH:2][CH:23]=[CH:22][CH:5]=1. (5) Given the reactants Cl.[CH3:2][S:3]([NH:6][C:7]1[CH:15]=[C:14]2[C:10]([CH:11]=[C:12]([C:16]([OH:18])=O)[NH:13]2)=[CH:9][CH:8]=1)(=[O:5])=[O:4].[NH2:19][C:20]1[CH:21]=[C:22]([C:31]([F:41])([F:40])[C:32]2[CH:33]=[C:34]([CH:37]=[CH:38][CH:39]=2)[C:35]#[N:36])[CH:23]=[C:24]([O:26][CH2:27][CH:28]([F:30])[F:29])[CH:25]=1.CN(C(ON1N=NC2C=CC=NC1=2)=[N+](C)C)C.F[P-](F)(F)(F)(F)F.CCN(C(C)C)C(C)C, predict the reaction product. The product is: [C:35]([C:34]1[CH:33]=[C:32]([C:31]([F:40])([F:41])[C:22]2[CH:21]=[C:20]([NH:19][C:16]([C:12]3[NH:13][C:14]4[C:10]([CH:11]=3)=[CH:9][CH:8]=[C:7]([NH:6][S:3]([CH3:2])(=[O:4])=[O:5])[CH:15]=4)=[O:18])[CH:25]=[C:24]([O:26][CH2:27][CH:28]([F:29])[F:30])[CH:23]=2)[CH:39]=[CH:38][CH:37]=1)#[N:36]. (6) Given the reactants [OH:1][CH:2]1[CH2:7][CH2:6][CH:5]([NH:8][C:9](=[O:15])[O:10][C:11]([CH3:14])([CH3:13])[CH3:12])[CH2:4][CH2:3]1.[C:16](O)(=[O:18])[CH3:17].C1(P(C2C=CC=CC=2)C2C=CC=CC=2)C=CC=CC=1.N(C(OCC)=O)=NC(OCC)=O.C(=O)(O)[O-].[Na+], predict the reaction product. The product is: [C:16]([O:1][CH:2]1[CH2:7][CH2:6][CH:5]([NH:8][C:9]([O:10][C:11]([CH3:12])([CH3:14])[CH3:13])=[O:15])[CH2:4][CH2:3]1)(=[O:18])[CH3:17]. (7) Given the reactants [CH3:1][N:2]1[C:6]2[CH:7]=[CH:8][C:9]([N+:11]([O-])=O)=[CH:10][C:5]=2[N:4]=[C:3]1[C:14]([F:17])([F:16])[F:15], predict the reaction product. The product is: [CH3:1][N:2]1[C:6]2[CH:7]=[CH:8][C:9]([NH2:11])=[CH:10][C:5]=2[N:4]=[C:3]1[C:14]([F:16])([F:15])[F:17].